This data is from Peptide-MHC class II binding affinity with 134,281 pairs from IEDB. The task is: Regression. Given a peptide amino acid sequence and an MHC pseudo amino acid sequence, predict their binding affinity value. This is MHC class II binding data. (1) The peptide sequence is AFKVAVTAANAAPAN. The MHC is DRB1_0802 with pseudo-sequence DRB1_0802. The binding affinity (normalized) is 0.807. (2) The peptide sequence is SHNVQGATVAVDCRP. The MHC is HLA-DQA10102-DQB10502 with pseudo-sequence HLA-DQA10102-DQB10502. The binding affinity (normalized) is 0.258. (3) The peptide sequence is YDFFLANVSTVLTGK. The MHC is DRB1_0802 with pseudo-sequence DRB1_0802. The binding affinity (normalized) is 0.811. (4) The peptide sequence is EVELREHGSDEWVAM. The MHC is HLA-DQA10501-DQB10201 with pseudo-sequence HLA-DQA10501-DQB10201. The binding affinity (normalized) is 0.0913. (5) The peptide sequence is KQAYAATVATAPEVK. The MHC is HLA-DQA10501-DQB10201 with pseudo-sequence HLA-DQA10501-DQB10201. The binding affinity (normalized) is 0.234. (6) The peptide sequence is GDSYIIVGRGDSRLT. The MHC is DRB3_0301 with pseudo-sequence DRB3_0301. The binding affinity (normalized) is 0.177.